From a dataset of Catalyst prediction with 721,799 reactions and 888 catalyst types from USPTO. Predict which catalyst facilitates the given reaction. (1) Reactant: [OH:1][CH2:2][CH2:3][CH2:4][C@H:5]([C:35]([O:37][C:38]([CH3:41])([CH3:40])[CH3:39])=[O:36])[CH2:6][C@@H:7]([C:28]([O:30][C:31]([CH3:34])([CH3:33])[CH3:32])=[O:29])[NH:8][C:9]([C:22]1[CH:27]=[CH:26][CH:25]=[CH:24][CH:23]=1)([C:16]1[CH:21]=[CH:20][CH:19]=[CH:18][CH:17]=1)[C:10]1[CH:15]=[CH:14][CH:13]=[CH:12][CH:11]=1.C(N(CC)CC)C.[CH:49]1[C:58]2[C:53](=[CH:54][CH:55]=[CH:56][CH:57]=2)[CH:52]=[CH:51][C:50]=1[S:59](Cl)(=[O:61])=[O:60].O. Product: [CH:49]1[C:58]2[C:53](=[CH:54][CH:55]=[CH:56][CH:57]=2)[CH:52]=[CH:51][C:50]=1[S:59]([O:1][CH2:2][CH2:3][CH2:4][C@H:5]([C:35]([O:37][C:38]([CH3:41])([CH3:40])[CH3:39])=[O:36])[CH2:6][C@@H:7]([C:28]([O:30][C:31]([CH3:33])([CH3:34])[CH3:32])=[O:29])[NH:8][C:9]([C:10]1[CH:15]=[CH:14][CH:13]=[CH:12][CH:11]=1)([C:22]1[CH:27]=[CH:26][CH:25]=[CH:24][CH:23]=1)[C:16]1[CH:17]=[CH:18][CH:19]=[CH:20][CH:21]=1)(=[O:60])=[O:61]. The catalyst class is: 4. (2) Reactant: [OH:1][C:2]1[CH:3]=[N:4][CH:5]=[CH:6][C:7]=1[CH:8]=O.[F:10][C:11]1[CH:17]=[CH:16][C:14]([NH2:15])=[CH:13][C:12]=1[Cl:18]. Product: [Cl:18][C:12]1[CH:13]=[C:14]([N:15]=[CH:8][C:7]2[CH:6]=[CH:5][N:4]=[CH:3][C:2]=2[OH:1])[CH:16]=[CH:17][C:11]=1[F:10]. The catalyst class is: 23. (3) Reactant: [C:1]1([N:7]([CH2:31][CH2:32][C:33]([O:35][CH2:36][CH3:37])=[O:34])[C:8]([C:10]2[CH:30]=[CH:29][C:13]3[N:14]([CH3:28])[C:15]([CH2:17][NH:18][C:19]4[CH:24]=[CH:23][C:22]([C:25]#[N:26])=[CH:21][C:20]=4[Cl:27])=[N:16][C:12]=3[CH:11]=2)=[O:9])[CH:6]=[CH:5][CH:4]=[CH:3][CH:2]=1.Cl.C(=O)([O-])[O-].[NH4+:43].[NH4+]. Product: [ClH:27].[C:1]1([N:7]([CH2:31][CH2:32][C:33]([O:35][CH2:36][CH3:37])=[O:34])[C:8]([C:10]2[CH:30]=[CH:29][C:13]3[N:14]([CH3:28])[C:15]([CH2:17][NH:18][C:19]4[CH:24]=[CH:23][C:22]([C:25](=[NH:43])[NH2:26])=[CH:21][C:20]=4[Cl:27])=[N:16][C:12]=3[CH:11]=2)=[O:9])[CH:2]=[CH:3][CH:4]=[CH:5][CH:6]=1. The catalyst class is: 8. (4) Reactant: [CH2:1]1[C:4]2([O:9][CH2:8][CH:7]([OH:10])[CH2:6][O:5]2)[CH2:3][CH2:2]1.[H-].[Na+].Cl[C:14]1[CH:19]=[CH:18][N+:17]([O-:20])=[C:16]([CH3:21])[C:15]=1[CH3:22]. Product: [CH2:3]1[C:4]2([O:9][CH2:8][CH:7]([O:10][C:14]3[CH:19]=[CH:18][N+:17]([O-:20])=[C:16]([CH3:21])[C:15]=3[CH3:22])[CH2:6][O:5]2)[CH2:1][CH2:2]1. The catalyst class is: 9. (5) Reactant: [H-].[Na+].[CH3:3][O:4][C:5]1[CH:13]=[CH:12][CH:11]=[C:10]2[C:6]=1[C:7]([C:14]([NH2:16])=[O:15])=[CH:8][NH:9]2.[CH2:17]([S:21][C:22]1[N:27]=[C:26](Cl)[CH:25]=[CH:24][N:23]=1)[CH2:18][CH2:19][CH3:20]. Product: [CH2:17]([S:21][C:22]1[N:23]=[C:24]([N:9]2[C:10]3[C:6](=[C:5]([O:4][CH3:3])[CH:13]=[CH:12][CH:11]=3)[C:7]([C:14]([NH2:16])=[O:15])=[CH:8]2)[CH:25]=[CH:26][N:27]=1)[CH2:18][CH2:19][CH3:20]. The catalyst class is: 3. (6) Reactant: [F:1][C:2]([F:54])([F:53])[C:3]1[CH:4]=[C:5]([CH:46]=[C:47]([C:49]([F:52])([F:51])[F:50])[CH:48]=1)[CH2:6][N:7]([CH2:20][C:21]1[CH:26]=[C:25]([C:27]([F:30])([F:29])[F:28])[CH:24]=[CH:23][C:22]=1[N:31]([C:41]([O:43][CH2:44][CH3:45])=[O:42])[CH2:32][CH2:33][CH2:34][CH2:35][C:36]([O:38]CC)=[O:37])[C:8]1[N:13]=[CH:12][C:11]([N:14]2[CH2:19][CH2:18][O:17][CH2:16][CH2:15]2)=[CH:10][N:9]=1.[OH-].[Na+].C(O)(=O)CC(CC(O)=O)(C(O)=O)O. Product: [F:52][C:49]([F:50])([F:51])[C:47]1[CH:46]=[C:5]([CH:4]=[C:3]([C:2]([F:53])([F:1])[F:54])[CH:48]=1)[CH2:6][N:7]([CH2:20][C:21]1[CH:26]=[C:25]([C:27]([F:28])([F:29])[F:30])[CH:24]=[CH:23][C:22]=1[N:31]([C:41]([O:43][CH2:44][CH3:45])=[O:42])[CH2:32][CH2:33][CH2:34][CH2:35][C:36]([OH:38])=[O:37])[C:8]1[N:13]=[CH:12][C:11]([N:14]2[CH2:19][CH2:18][O:17][CH2:16][CH2:15]2)=[CH:10][N:9]=1. The catalyst class is: 5. (7) Reactant: [CH3:1][C:2]([C:19]1[N:23]([CH3:24])[C:22]([C:25]2[CH:30]=[CH:29][CH:28]=[CH:27][C:26]=2[C:31]([F:34])([F:33])[F:32])=[N:21][N:20]=1)([O:4][C:5]1[CH:10]=[CH:9][C:8]([C:11]2[O:15][N:14]=[C:13](C(O)=O)[N:12]=2)=[CH:7][CH:6]=1)[CH3:3].O. Product: [CH3:3][C:2]([C:19]1[N:23]([CH3:24])[C:22]([C:25]2[CH:30]=[CH:29][CH:28]=[CH:27][C:26]=2[C:31]([F:33])([F:34])[F:32])=[N:21][N:20]=1)([O:4][C:5]1[CH:10]=[CH:9][C:8]([C:11]2[O:15][N:14]=[CH:13][N:12]=2)=[CH:7][CH:6]=1)[CH3:1]. The catalyst class is: 16. (8) The catalyst class is: 7. Product: [CH2:1]([C:8]1[C:13]([Cl:14])=[N:12][CH:11]=[N:10][C:9]=1[N:16]1[CH2:20][CH2:19][CH2:18][CH2:17]1)[C:2]1[CH:3]=[CH:4][CH:5]=[CH:6][CH:7]=1. Reactant: [CH2:1]([C:8]1[C:9](Cl)=[N:10][CH:11]=[N:12][C:13]=1[Cl:14])[C:2]1[CH:7]=[CH:6][CH:5]=[CH:4][CH:3]=1.[NH:16]1[CH2:20][CH2:19][CH2:18][CH2:17]1.C(N(CC)CC)C. (9) The catalyst class is: 3. Product: [OH:2][C:3]1[C:8]2[S:9][CH:10]=[CH:11][C:7]=2[C:6]([CH:12]=[O:13])=[CH:5][CH:4]=1. Reactant: C[O:2][C:3]1[C:8]2[S:9][CH:10]=[CH:11][C:7]=2[C:6]([CH:12]=[O:13])=[CH:5][CH:4]=1.CC(C)([O-])C.[K+].Cl.C(N(C(S)C)CC)C.Cl. (10) Reactant: [C:1]([O:5][C:6]([NH:8][C@H:9]([CH2:26][C:27]1[CH:32]=[CH:31][C:30]([NH:33]C(OCC2C3C=CC=CC=3C3C2=CC=CC=3)=O)=[CH:29][CH:28]=1)[C:10]([NH:12][C@@H:13]([CH:23]([CH3:25])[CH3:24])[CH2:14][O:15][CH2:16][CH2:17][C:18]([O:20]CC)=[O:19])=[O:11])=[O:7])([CH3:4])([CH3:3])[CH3:2].[Li+].[OH-].Cl. Product: [NH2:33][C:30]1[CH:31]=[CH:32][C:27]([CH2:26][C@@H:9]([NH:8][C:6]([O:5][C:1]([CH3:3])([CH3:2])[CH3:4])=[O:7])[C:10]([NH:12][C@@H:13]([CH:23]([CH3:25])[CH3:24])[CH2:14][O:15][CH2:16][CH2:17][C:18]([OH:20])=[O:19])=[O:11])=[CH:28][CH:29]=1. The catalyst class is: 36.